Dataset: Reaction yield outcomes from USPTO patents with 853,638 reactions. Task: Predict the reaction yield, written as a fraction of the theoretical maximum amount of product (1.0 means a 100% yield; for example, 0.34 means a 34% yield). (1) The reactants are [S:1]([Cl:5])(=O)(=[O:3])[OH:2].[O:6]1[C:10]2[CH:11]=[CH:12][CH:13]=[CH:14][C:9]=2[NH:8][C:7]1=[O:15]. No catalyst specified. The product is [O:15]=[C:7]1[NH:8][C:9]2[CH:14]=[CH:13][C:12]([S:1]([Cl:5])(=[O:3])=[O:2])=[CH:11][C:10]=2[O:6]1. The yield is 0.260. (2) The reactants are [CH2:1]([N:8]1[CH2:13][CH2:12][CH2:11][CH:10]([C:14](OCC)=[O:15])[CH2:9]1)[C:2]1[CH:7]=[CH:6][CH:5]=[CH:4][CH:3]=1.[H-].[Al+3].[Li+].[H-].[H-].[H-]. The catalyst is O1CCCC1. The product is [CH2:1]([N:8]1[CH2:13][CH2:12][CH2:11][CH:10]([CH2:14][OH:15])[CH2:9]1)[C:2]1[CH:7]=[CH:6][CH:5]=[CH:4][CH:3]=1. The yield is 0.990. (3) The reactants are [C:1]([C:5]1[CH:9]=[C:8]([C:10]([NH2:12])=O)[O:7][N:6]=1)([CH3:4])([CH3:3])[CH3:2]. The catalyst is C1COCC1. The product is [C:1]([C:5]1[CH:9]=[C:8]([CH2:10][NH2:12])[O:7][N:6]=1)([CH3:4])([CH3:2])[CH3:3]. The yield is 0.340. (4) The reactants are Cl[C:2]1[CH:7]=[CH:6][C:5](/[CH:8]=[CH:9]/[C:10]([N:12]2[CH2:17][CH2:16][N:15]([C:18](=[O:20])[CH3:19])[CH2:14][CH2:13]2)=[O:11])=[CH:4][C:3]=1[N+:21]([O-:23])=[O:22].C(=O)([O-])[O-].[K+].[K+].[Cl:30][C:31]1[CH:36]=[C:35]([Cl:37])[CH:34]=[CH:33][C:32]=1[SH:38].O. The catalyst is CN(C=O)C. The product is [Cl:30][C:31]1[CH:36]=[C:35]([Cl:37])[CH:34]=[CH:33][C:32]=1[S:38][C:2]1[CH:7]=[CH:6][C:5](/[CH:8]=[CH:9]/[C:10]([N:12]2[CH2:17][CH2:16][N:15]([C:18](=[O:20])[CH3:19])[CH2:14][CH2:13]2)=[O:11])=[CH:4][C:3]=1[N+:21]([O-:23])=[O:22]. The yield is 0.890. (5) The reactants are [NH2:1][CH2:2][C:3]1[CH:4]=[C:5]([CH:31]=[CH:32][CH:33]=1)[CH2:6][N:7]([CH2:20][C:21]1[CH:26]=[CH:25][C:24]([C:27]([F:30])([F:29])[F:28])=[CH:23][CH:22]=1)[S:8]([C:11]1[CH:16]=[C:15]([Cl:17])[CH:14]=[C:13]([Cl:18])[C:12]=1[OH:19])(=[O:10])=[O:9].[CH:34]1[CH:39]=[CH:38][C:37]([C:40]2[CH:45]=[CH:44][C:43]([N:46]=[C:47]=[O:48])=[CH:42][CH:41]=2)=[CH:36][CH:35]=1. The catalyst is CN(C=O)C. The product is [C:40]1([C:37]2[CH:36]=[CH:35][CH:34]=[CH:39][CH:38]=2)[CH:41]=[CH:42][C:43]([NH:46][C:47](=[O:48])[NH:1][CH2:2][C:3]2[CH:4]=[C:5]([CH:31]=[CH:32][CH:33]=2)[CH2:6][N:7]([CH2:20][C:21]2[CH:22]=[CH:23][C:24]([C:27]([F:29])([F:28])[F:30])=[CH:25][CH:26]=2)[S:8]([C:11]2[CH:16]=[C:15]([Cl:17])[CH:14]=[C:13]([Cl:18])[C:12]=2[OH:19])(=[O:9])=[O:10])=[CH:44][CH:45]=1. The yield is 0.600.